From a dataset of Full USPTO retrosynthesis dataset with 1.9M reactions from patents (1976-2016). Predict the reactants needed to synthesize the given product. (1) Given the product [NH:29]1[C:30]2=[N:31][CH:32]=[CH:33][CH:34]=[C:35]2[C:27]([C:2]#[C:1][C:3]2[N:7]3[N:8]=[C:9]([C:12]4[CH:13]=[CH:14][C:15]([C:18]([N:20]5[CH2:21][CH2:22][O:23][CH2:24][CH2:25]5)=[O:19])=[CH:16][CH:17]=4)[CH:10]=[CH:11][C:6]3=[N:5][CH:4]=2)=[CH:28]1, predict the reactants needed to synthesize it. The reactants are: [C:1]([C:3]1[N:7]2[N:8]=[C:9]([C:12]3[CH:17]=[CH:16][C:15]([C:18]([N:20]4[CH2:25][CH2:24][O:23][CH2:22][CH2:21]4)=[O:19])=[CH:14][CH:13]=3)[CH:10]=[CH:11][C:6]2=[N:5][CH:4]=1)#[CH:2].I[C:27]1[C:35]2[C:30](=[N:31][CH:32]=[CH:33][CH:34]=2)[NH:29][CH:28]=1. (2) Given the product [F:1][C:2]1[CH:3]=[C:4]([CH:8]=[C:9]([CH2:11][OH:12])[CH:10]=1)[C:5]([N:26]([CH3:25])[C@@H:27]1[C:43]2[C:36](=[CH:37][CH:38]=[C:39]([S:44][CH3:45])[C:40](=[O:41])[CH:42]=2)[C:35]2[C:34]([O:46][CH3:47])=[C:33]([O:48][CH3:49])[C:32]([O:50][CH3:51])=[CH:31][C:30]=2[CH2:29][CH2:28]1)=[O:7], predict the reactants needed to synthesize it. The reactants are: [F:1][C:2]1[CH:3]=[C:4]([CH:8]=[C:9]([CH2:11][OH:12])[CH:10]=1)[C:5]([OH:7])=O.C(OC(Cl)=O)C.N1C=CC=CC=1.[CH3:25][NH:26][CH:27]1[C:43]2[C:36](=[CH:37][CH:38]=[C:39]([S:44][CH3:45])[C:40]([CH:42]=2)=[O:41])[C:35]2[C:30](=[CH:31][C:32]([O:50][CH3:51])=[C:33]([O:48][CH3:49])[C:34]=2[O:46][CH3:47])[CH2:29][CH2:28]1.